This data is from HIV replication inhibition screening data with 41,000+ compounds from the AIDS Antiviral Screen. The task is: Binary Classification. Given a drug SMILES string, predict its activity (active/inactive) in a high-throughput screening assay against a specified biological target. (1) The result is 0 (inactive). The drug is CCc1cccc(C)c1NC(C)=O. (2) The compound is O=C(O)c1nn(-c2ccccc2)c2c1CSc1ccccc1-2. The result is 0 (inactive). (3) The molecule is COC(=O)C(=Cc1cc(OC)c(OC)c(OC)c1-c1cc2c(cc1C(C)=O)OCO2)C(=O)OC. The result is 0 (inactive). (4) The molecule is NC(=O)ON=C1CCN(Cc2ccccc2)CC1. The result is 0 (inactive). (5) The molecule is CC(=CC(=O)c1ccc(Sc2ccccc2)cc1)c1ccc(Sc2ccccc2)cc1. The result is 0 (inactive). (6) The molecule is COC(=O)C1(NC(=O)C(CC(=O)OC(C)(C)C)NC(=O)OC(C)(C)C)CC1C. The result is 0 (inactive).